Task: Predict which catalyst facilitates the given reaction.. Dataset: Catalyst prediction with 721,799 reactions and 888 catalyst types from USPTO (1) Reactant: Cl[N:2]1C(=O)CCC1=O.CN1CC[O:15][B:14]([C:18]2[CH:19]=[C:20]([S:24]([O-:26])=[O:25])[CH:21]=[CH:22][CH:23]=2)[O:13]CC1.[Li+].[OH-].[NH4+]. Product: [S:24]([C:20]1[CH:19]=[C:18]([B:14]([OH:15])[OH:13])[CH:23]=[CH:22][CH:21]=1)(=[O:26])(=[O:25])[NH2:2]. The catalyst class is: 2. (2) Reactant: [CH3:1][N:2]([CH3:34])[C:3]([C:5]1[C:22]([CH2:23][CH2:24][C:25](=O)[C:26]2[CH:31]=[CH:30][CH:29]=[CH:28][CH:27]=2)=[C:21]([OH:33])[C:8]2[N:9]=[C:10]([CH3:20])[N:11]([CH2:12][O:13][CH2:14][CH2:15][Si:16]([CH3:19])([CH3:18])[CH3:17])[C:7]=2[CH:6]=1)=[O:4].[BH4-].[Na+].[Cl-].[NH4+].[OH2:39]. Product: [CH3:1][N:2]([CH3:34])[C:3]([C:5]1[C:22]([CH2:23][CH:24]([OH:39])[CH2:25][C:26]2[CH:27]=[CH:28][CH:29]=[CH:30][CH:31]=2)=[C:21]([OH:33])[C:8]2[N:9]=[C:10]([CH3:20])[N:11]([CH2:12][O:13][CH2:14][CH2:15][Si:16]([CH3:17])([CH3:18])[CH3:19])[C:7]=2[CH:6]=1)=[O:4]. The catalyst class is: 8. (3) Reactant: Br[C:2]1[CH:7]=[CH:6][C:5]([O:8][CH3:9])=[C:4]([Cl:10])[C:3]=1[Cl:11].[Li]CCCC.[B:17](OC)([O:20]C)[O:18]C.Cl. Product: [Cl:11][C:3]1[C:4]([Cl:10])=[C:5]([O:8][CH3:9])[CH:6]=[CH:7][C:2]=1[B:17]([OH:20])[OH:18]. The catalyst class is: 1. (4) Reactant: [F:1][C:2]1[CH:3]=[C:4]2[C:9](=[C:10]([O:23][CH3:24])[C:11]=1[N:12]1[CH2:17][CH2:16][CH:15]([C:18]([O:20]CC)=[O:19])[CH2:14][CH2:13]1)[N:8]([CH2:25][CH2:26][F:27])[CH:7]=[C:6]([C:28]([NH:30][CH2:31][C:32]1[CH:37]=[CH:36][C:35]([O:38][C:39]([F:42])([F:41])[F:40])=[CH:34][C:33]=1[CH3:43])=[O:29])[C:5]2=[O:44].[OH-].[Li+].Cl. Product: [F:1][C:2]1[CH:3]=[C:4]2[C:9](=[C:10]([O:23][CH3:24])[C:11]=1[N:12]1[CH2:13][CH2:14][CH:15]([C:18]([OH:20])=[O:19])[CH2:16][CH2:17]1)[N:8]([CH2:25][CH2:26][F:27])[CH:7]=[C:6]([C:28]([NH:30][CH2:31][C:32]1[CH:37]=[CH:36][C:35]([O:38][C:39]([F:42])([F:40])[F:41])=[CH:34][C:33]=1[CH3:43])=[O:29])[C:5]2=[O:44]. The catalyst class is: 872.